Dataset: Reaction yield outcomes from USPTO patents with 853,638 reactions. Task: Predict the reaction yield, written as a fraction of the theoretical maximum amount of product (1.0 means a 100% yield; for example, 0.34 means a 34% yield). (1) The reactants are [Br:1][C:2]1[CH:3]=[C:4]2[CH2:10][C:9](=[O:11])[NH:8][C:5]2=[N:6][CH:7]=1.Cl[C:13]([O:15][CH2:16][CH3:17])=[O:14]. The catalyst is C1COCC1. The product is [CH2:16]([O:15][C:13]([N:8]1[C:5]2=[N:6][CH:7]=[C:2]([Br:1])[CH:3]=[C:4]2[CH:10]=[C:9]1[O:11][C:13]([O:15][CH2:16][CH3:17])=[O:14])=[O:14])[CH3:17]. The yield is 0.660. (2) The reactants are [F:1][C:2]1[CH:7]=[CH:6][CH:5]=[CH:4][C:3]=1[N:8]1[CH2:13][CH2:12][N:11]([CH2:14][CH2:15][NH2:16])[CH2:10][CH2:9]1.[C:17]([N:21]1[C:25]([C:26]2[CH:31]=[CH:30][C:29]([CH3:32])=[CH:28][CH:27]=2)=[CH:24][C:23]([CH:33]=O)=[N:22]1)([CH3:20])([CH3:19])[CH3:18]. No catalyst specified. The product is [C:17]([N:21]1[C:25]([C:26]2[CH:27]=[CH:28][C:29]([CH3:32])=[CH:30][CH:31]=2)=[CH:24][C:23]([CH2:33][NH:16][CH2:15][CH2:14][N:11]2[CH2:10][CH2:9][N:8]([C:3]3[CH:4]=[CH:5][CH:6]=[CH:7][C:2]=3[F:1])[CH2:13][CH2:12]2)=[N:22]1)([CH3:20])([CH3:19])[CH3:18]. The yield is 0.894. (3) The reactants are Br[C:2]1[N:6]([S:7]([C:10]2[CH:15]=[CH:14][CH:13]=[C:12]([Cl:16])[CH:11]=2)(=[O:9])=[O:8])[CH:5]=[C:4]([CH2:17][N:18]([CH3:26])[C:19](=[O:25])[O:20][C:21]([CH3:24])([CH3:23])[CH3:22])[CH:3]=1.[C:27]1(B(O)O)[CH:32]=[CH:31][CH:30]=[CH:29][CH:28]=1.C(=O)([O-])[O-].[Na+].[Na+]. The catalyst is C1C=CC([P]([Pd]([P](C2C=CC=CC=2)(C2C=CC=CC=2)C2C=CC=CC=2)([P](C2C=CC=CC=2)(C2C=CC=CC=2)C2C=CC=CC=2)[P](C2C=CC=CC=2)(C2C=CC=CC=2)C2C=CC=CC=2)(C2C=CC=CC=2)C2C=CC=CC=2)=CC=1. The product is [Cl:16][C:12]1[CH:11]=[C:10]([S:7]([N:6]2[C:2]([C:27]3[CH:32]=[CH:31][CH:30]=[CH:29][CH:28]=3)=[CH:3][C:4]([CH2:17][N:18]([CH3:26])[C:19](=[O:25])[O:20][C:21]([CH3:24])([CH3:23])[CH3:22])=[CH:5]2)(=[O:9])=[O:8])[CH:15]=[CH:14][CH:13]=1. The yield is 0.730. (4) The reactants are CS([C:5]1[N:10]=[C:9]([C:11]2[CH:12]=[C:13]3[CH:29]=[N:28][NH:27][C:14]3=[N:15][C:16]=2[C:17]2[CH:22]=[CH:21][CH:20]=[C:19]([C:23]([F:26])([F:25])[F:24])[CH:18]=2)[CH:8]=[CH:7][N:6]=1)(=O)=O.[CH3:30][O-:31].[Na+]. The catalyst is CO. The product is [CH3:30][O:31][C:5]1[N:10]=[C:9]([C:11]2[CH:12]=[C:13]3[CH:29]=[N:28][NH:27][C:14]3=[N:15][C:16]=2[C:17]2[CH:22]=[CH:21][CH:20]=[C:19]([C:23]([F:26])([F:25])[F:24])[CH:18]=2)[CH:8]=[CH:7][N:6]=1. The yield is 0.470. (5) The reactants are [NH2:1][C:2]1[CH:7]=[CH:6][C:5]([N+:8]([O-:10])=[O:9])=[CH:4][N:3]=1.C[Si]([N-][Si](C)(C)C)(C)C.[Na+].[C:21](O[C:21]([O:23][C:24]([CH3:27])([CH3:26])[CH3:25])=[O:22])([O:23][C:24]([CH3:27])([CH3:26])[CH3:25])=[O:22].O. The catalyst is C1COCC1. The product is [N+:8]([C:5]1[CH:6]=[CH:7][C:2]([NH:1][C:21](=[O:22])[O:23][C:24]([CH3:27])([CH3:26])[CH3:25])=[N:3][CH:4]=1)([O-:10])=[O:9]. The yield is 0.620. (6) The catalyst is ClCCl. The product is [Br:1][C:2]1[CH:7]=[CH:6][C:5]([NH:8][C:12](=[O:13])[C:11]([F:22])([F:21])[F:10])=[C:4]([CH3:9])[CH:3]=1. The reactants are [Br:1][C:2]1[CH:7]=[CH:6][C:5]([NH2:8])=[C:4]([CH3:9])[CH:3]=1.[F:10][C:11]([F:22])([F:21])[C:12](O[C:12](=[O:13])[C:11]([F:22])([F:21])[F:10])=[O:13]. The yield is 0.980. (7) The reactants are [O:1]1[C:5]2=[CH:6][N:7]=[C:8]([CH:10]([OH:12])[CH3:11])[CH:9]=[C:4]2[CH:3]=[CH:2]1.CC1(C)N([O])C(C)(C)CCC1.C1(N(Cl)C(=O)N(Cl)C(=O)N1Cl)=O. The catalyst is CC(C)=O. The product is [O:1]1[C:5]2=[CH:6][N:7]=[C:8]([C:10](=[O:12])[CH3:11])[CH:9]=[C:4]2[CH:3]=[CH:2]1. The yield is 0.340. (8) The reactants are [NH2:1][C:2]1[CH:6]=[C:5]([S:7][C:8]2[CH:9]=[C:10]([CH:16]=[CH:17][CH:18]=2)[C:11]([O:13]CC)=[O:12])[NH:4][N:3]=1.Cl[C:20]1[CH:25]=[CH:24][CH:23]=[CH:22][N:21]=1.Br.[OH-].[Na+]. The catalyst is C(O)(C)C.O. The product is [N:21]1[CH:22]=[CH:23][CH:24]=[CH:25][C:20]=1[NH:1][C:2]1[CH:6]=[C:5]([S:7][C:8]2[CH:9]=[C:10]([CH:16]=[CH:17][CH:18]=2)[C:11]([OH:13])=[O:12])[NH:4][N:3]=1. The yield is 0.620. (9) The reactants are [C:1]([O:5][C:6](=[O:31])[NH:7][CH2:8][C:9]1[N:10]([CH3:30])[C:11](=[O:29])[C:12]2[C:17]([C:18]=1[C:19]1[CH:24]=[CH:23][CH:22]=[C:21]([N+:25]([O-])=O)[CH:20]=1)=[CH:16][C:15]([Cl:28])=[CH:14][CH:13]=2)([CH3:4])([CH3:3])[CH3:2].C(=O)([O-])[O-].[K+].[K+].S(S([O-])=O)([O-])=O.[Na+].[Na+]. The catalyst is O. The product is [C:1]([O:5][C:6](=[O:31])[NH:7][CH2:8][C:9]1[N:10]([CH3:30])[C:11](=[O:29])[C:12]2[C:17]([C:18]=1[C:19]1[CH:24]=[CH:23][CH:22]=[C:21]([NH2:25])[CH:20]=1)=[CH:16][C:15]([Cl:28])=[CH:14][CH:13]=2)([CH3:4])([CH3:3])[CH3:2]. The yield is 0.585. (10) The reactants are [CH3:1][CH2:2][C:3]([C:5]([C:18]1[CH:19]=[CH:20][CH:21]=[CH:22][CH:23]=1)([C:12]1[CH:13]=[CH:14][CH:15]=[CH:16][CH:17]=1)[CH2:6][CH:7]([N:9]([CH3:11])[CH3:10])[CH3:8])=[O:4].Cl.[OH-].[NH4+]. The catalyst is O. The product is [CH3:1][CH2:2][C:3]([C:5]([C:18]1[CH:19]=[CH:20][CH:21]=[CH:22][CH:23]=1)([C:12]1[CH:13]=[CH:14][CH:15]=[CH:16][CH:17]=1)[CH2:6][CH:7]([N:9]([CH3:11])[CH3:10])[CH3:8])=[O:4]. The yield is 0.820.